Dataset: Catalyst prediction with 721,799 reactions and 888 catalyst types from USPTO. Task: Predict which catalyst facilitates the given reaction. (1) Reactant: [N+:1]([C:4]1[CH:10]=[CH:9][C:7]([NH2:8])=[CH:6][CH:5]=1)([O-:3])=[O:2].[CH:11]([O:13][CH2:14][CH3:15])=[CH2:12].FC(F)(F)C(O)=O.[O:23]([CH2:41][C:42]([CH3:46])([CH3:45])[CH:43]=O)[Si:24]([C:37]([CH3:40])([CH3:39])[CH3:38])([C:31]1[CH:36]=[CH:35][CH:34]=[CH:33][CH:32]=1)[C:25]1[CH:30]=[CH:29][CH:28]=[CH:27][CH:26]=1. Product: [O:23]([CH2:41][C:42]([CH:46]1[CH2:12][CH:11]([O:13][CH2:14][CH3:15])[C:9]2[C:7](=[CH:6][CH:5]=[C:4]([N+:1]([O-:3])=[O:2])[CH:10]=2)[NH:8]1)([CH3:45])[CH3:43])[Si:24]([C:37]([CH3:38])([CH3:39])[CH3:40])([C:31]1[CH:32]=[CH:33][CH:34]=[CH:35][CH:36]=1)[C:25]1[CH:30]=[CH:29][CH:28]=[CH:27][CH:26]=1. The catalyst class is: 10. (2) Reactant: Cl[C:2]1[N:7]=[CH:6][N:5]=[C:4]([NH2:8])[C:3]=1[C:9]1[O:13][N:12]=[C:11]([CH3:14])[N:10]=1.[NH2:15][CH:16]([C:19]1[N:28]([C:29]2[CH:34]=[CH:33][CH:32]=[CH:31][C:30]=2[CH3:35])[C:27](=[O:36])[C:26]2[C:21](=[CH:22][CH:23]=[CH:24][C:25]=2[CH3:37])[N:20]=1)[CH2:17][CH3:18].CCN(C(C)C)C(C)C. Product: [NH2:8][C:4]1[N:5]=[CH:6][N:7]=[C:2]([NH:15][C@H:16]([C:19]2[N:28]([C:29]3[CH:34]=[CH:33][CH:32]=[CH:31][C:30]=3[CH3:35])[C:27](=[O:36])[C:26]3[C:21](=[CH:22][CH:23]=[CH:24][C:25]=3[CH3:37])[N:20]=2)[CH2:17][CH3:18])[C:3]=1[C:9]1[O:13][N:12]=[C:11]([CH3:14])[N:10]=1. The catalyst class is: 114.